This data is from Reaction yield outcomes from USPTO patents with 853,638 reactions. The task is: Predict the reaction yield, written as a fraction of the theoretical maximum amount of product (1.0 means a 100% yield; for example, 0.34 means a 34% yield). (1) The reactants are [C:1]1([NH:7]N)[CH:6]=[CH:5][CH:4]=[CH:3][CH:2]=1.[C:9]1(=O)[CH2:13][CH2:12][CH2:11][CH2:10]1.O.S(=O)(=O)(O)O. The catalyst is CC(O)C. The product is [CH2:11]1[C:10]2[C:2]3[CH:3]=[CH:4][CH:5]=[CH:6][C:1]=3[NH:7][C:9]=2[CH2:13][CH2:12]1. The yield is 0.650. (2) The reactants are [OH:1][C:2]1[C:3]([CH2:19][OH:20])=[C:4]([CH2:9][NH:10][C:11]2[CH:18]=[CH:17][C:14]([C:15]#[N:16])=[CH:13][CH:12]=2)[CH:5]=[N:6][C:7]=1[CH3:8].Br[CH2:22][C:23]1[CH:28]=[CH:27][C:26]([C:29]#[N:30])=[CH:25][CH:24]=1. No catalyst specified. The product is [C:29]([C:26]1[CH:27]=[CH:28][C:23]([CH2:22][O:1][C:2]2[C:3]([CH2:19][OH:20])=[C:4]([CH2:9][NH:10][C:11]3[CH:18]=[CH:17][C:14]([C:15]#[N:16])=[CH:13][CH:12]=3)[CH:5]=[N:6][C:7]=2[CH3:8])=[CH:24][CH:25]=1)#[N:30]. The yield is 0.0900. (3) The reactants are Cl[C:2]1[CH:11]=[CH:10][C:5]([C:6]([O:8][CH3:9])=[O:7])=[CH:4][N:3]=1.[CH:12]([Sn](CCCC)(CCCC)CCCC)=[CH2:13].[Cl-].[Li+].[F-].[K+]. The catalyst is CN(C=O)C.CC1C=CC=CC=1[P](C1C=CC=CC=1C)([Pd](Cl)(Cl)[P](C1=C(C)C=CC=C1)(C1C=CC=CC=1C)C1C=CC=CC=1C)C1C=CC=CC=1C. The product is [CH:12]([C:2]1[CH:11]=[CH:10][C:5]([C:6]([O:8][CH3:9])=[O:7])=[CH:4][N:3]=1)=[CH2:13]. The yield is 0.850. (4) The catalyst is COCCOC.O. The product is [Cl:1][C:2]1[N:7]=[CH:6][C:5]([C:8](=[O:15])[CH:9]([CH2:24][C:23]2[CH:22]=[CH:21][C:20]([C:19]([F:18])([F:28])[F:29])=[CH:27][CH:26]=2)[C:10]([O:12][CH2:13][CH3:14])=[O:11])=[CH:4][CH:3]=1. The yield is 0.930. The reactants are [Cl:1][C:2]1[N:7]=[CH:6][C:5]([C:8](=[O:15])[CH2:9][C:10]([O:12][CH2:13][CH3:14])=[O:11])=[CH:4][CH:3]=1.[H-].[Na+].[F:18][C:19]([F:29])([F:28])[C:20]1[CH:27]=[CH:26][C:23]([CH2:24]Br)=[CH:22][CH:21]=1.C(=O)([O-])O.[Na+]. (5) The reactants are Cl[C:2]1[C:11]2[C:6](=[CH:7][C:8]([O:13][CH3:14])=[C:9]([F:12])[CH:10]=2)[CH:5]=[C:4]([C:15]2[CH:20]=[CH:19][C:18]([O:21][CH:22]([CH3:24])[CH3:23])=[CH:17][CH:16]=2)[N:3]=1.[F-:25].[Cs+]. The catalyst is CS(C)=O. The product is [F:25][C:2]1[C:11]2[C:6](=[CH:7][C:8]([O:13][CH3:14])=[C:9]([F:12])[CH:10]=2)[CH:5]=[C:4]([C:15]2[CH:20]=[CH:19][C:18]([O:21][CH:22]([CH3:24])[CH3:23])=[CH:17][CH:16]=2)[N:3]=1. The yield is 0.790. (6) The reactants are [NH2:1][C:2]1[CH:3]=[CH:4][C:5]([NH:8][C:9]([N:11]2[CH2:15][CH2:14][CH2:13][CH2:12]2)=[O:10])=[N:6][CH:7]=1.C(N(CC)CC)C.[Cl:23][C:24]1[C:29]([C:30](Cl)=[O:31])=[C:28]([F:33])[C:27]([NH:34][S:35]([CH2:38][CH2:39][CH3:40])(=[O:37])=[O:36])=[CH:26][CH:25]=1. The catalyst is O1CCCC1.C(OCC)(=O)C. The product is [Cl:23][C:24]1[C:29]([C:30]([NH:1][C:2]2[CH:3]=[CH:4][C:5]([NH:8][C:9]([N:11]3[CH2:15][CH2:14][CH2:13][CH2:12]3)=[O:10])=[N:6][CH:7]=2)=[O:31])=[C:28]([F:33])[C:27]([NH:34][S:35]([CH2:38][CH2:39][CH3:40])(=[O:37])=[O:36])=[CH:26][CH:25]=1. The yield is 0.0300. (7) The reactants are [CH3:1][C@@H:2]1[CH2:6][CH2:5][CH2:4][N:3]1[CH2:7][CH2:8][C:9]1[O:10][C:11]2[CH:17]=[CH:16][C:15]([C:18]3[CH:25]=[CH:24][C:21]([C:22]#[N:23])=[CH:20][CH:19]=3)=[CH:14][C:12]=2[CH:13]=1.[Br:26]Br.[O-]S([O-])=O.[Na+].[Na+]. The catalyst is C(O)(C(F)(F)F)=O. The product is [Br:26][C:13]1[C:12]2[CH:14]=[C:15]([C:18]3[CH:19]=[CH:20][C:21]([C:22]#[N:23])=[CH:24][CH:25]=3)[CH:16]=[CH:17][C:11]=2[O:10][C:9]=1[CH2:8][CH2:7][N:3]1[CH2:4][CH2:5][CH2:6][C@H:2]1[CH3:1]. The yield is 0.970.